Dataset: Full USPTO retrosynthesis dataset with 1.9M reactions from patents (1976-2016). Task: Predict the reactants needed to synthesize the given product. (1) Given the product [C:15]1([CH:14]([C:2]2([NH2:1])[CH:7]=[CH:6][CH:5]=[CH:4][CH2:3]2)[CH:13]=[CH2:12])[CH:20]=[CH:19][CH:18]=[CH:17][CH:16]=1, predict the reactants needed to synthesize it. The reactants are: [NH2:1][C:2]1[CH:7]=[CH:6][CH:5]=[CH:4][CH:3]=1.C(=O)(O[CH2:12][CH:13]=[CH:14][C:15]1[CH:20]=[CH:19][CH:18]=[CH:17][CH:16]=1)OC. (2) Given the product [C:14]1([C:11](=[O:13])[CH2:12][C:2](=[O:1])[CH3:3])[CH:19]=[CH:18][CH:17]=[CH:16][CH:15]=1, predict the reactants needed to synthesize it. The reactants are: [O-:1][CH2:2][CH3:3].[Na+].C(OCC)(=O)C.[C:11]([C:14]1[CH:19]=[CH:18][CH:17]=[CH:16][CH:15]=1)(=[O:13])[CH3:12].Cl.